This data is from Reaction yield outcomes from USPTO patents with 853,638 reactions. The task is: Predict the reaction yield, written as a fraction of the theoretical maximum amount of product (1.0 means a 100% yield; for example, 0.34 means a 34% yield). (1) The reactants are [CH3:1][C:2]([CH3:5])([O-])[CH3:3].[K+].[PH5].O1[CH2:12][CH2:11][CH2:10][CH:9]1[OH:13].[C:14]1(P(=O)(C2C=CC=CC=2)C2C=CC=CC=2)[CH:19]=CC=C[CH:15]=1.C([O:38]C)(C)(C)C.[CH3:40][CH2:41][CH2:42]CCC. The catalyst is [Br-].C[P+](C1C=CC=CC=1)(C1C=CC=CC=1)C1C=CC=CC=1.O1CCCC1.CCCCCC.C(OC)(C)(C)C. The product is [CH3:1][C:2]([CH3:5])([CH:40]([O:13][CH2:9][C:10]1[CH:11]=[CH:12][CH:19]=[CH:14][CH:15]=1)[CH:41]=[CH2:42])[CH2:3][OH:38]. The yield is 0.610. (2) The reactants are [Cl:1][C:2]1[CH:18]=[CH:17][C:5]2[CH2:6][CH2:7][N:8]([C:11](=[O:16])[C:12]([F:15])([F:14])[F:13])[CH2:9][CH2:10][C:4]=2[C:3]=1OS(C(F)(F)F)(=O)=O.[CH:27]1([S:33][C:34]2[CH:41]=[CH:40][C:37]([CH2:38][NH2:39])=[CH:36][CH:35]=2)[CH2:32][CH2:31][CH2:30][CH2:29][CH2:28]1. The catalyst is O1CCOCC1. The product is [Cl:1][C:2]1[CH:18]=[CH:17][C:5]2[CH2:6][CH2:7][N:8]([C:11](=[O:16])[C:12]([F:15])([F:14])[F:13])[CH2:9][CH2:10][C:4]=2[C:3]=1[NH:39][CH2:38][C:37]1[CH:40]=[CH:41][C:34]([S:33][CH:27]2[CH2:28][CH2:29][CH2:30][CH2:31][CH2:32]2)=[CH:35][CH:36]=1. The yield is 0.790.